The task is: Binary Classification. Given a drug SMILES string, predict its activity (active/inactive) in a high-throughput screening assay against a specified biological target.. This data is from HIV replication inhibition screening data with 41,000+ compounds from the AIDS Antiviral Screen. (1) The compound is CCCCNC(=O)C(=Cc1ccc(OC)c(OC)c1)NC(=O)c1ccccc1. The result is 0 (inactive). (2) The molecule is COc1cccc2c1[OH+][Co-3]1(O)([n+]3ccccc3)[O+]=C(N)[N-][N+]1=C2. The result is 0 (inactive). (3) The result is 0 (inactive). The drug is O=C1C2ON(c3ccccc3)C(c3ccco3)C2C(=O)N1c1ccc(Cc2ccc(N3C(=O)C4ON(c5ccccc5)C(c5ccco5)C4C3=O)cc2)cc1.